Dataset: Reaction yield outcomes from USPTO patents with 853,638 reactions. Task: Predict the reaction yield, written as a fraction of the theoretical maximum amount of product (1.0 means a 100% yield; for example, 0.34 means a 34% yield). (1) The reactants are [I-].[CH3:2][S+](C)(C)=O.[H-].[Na+].[F:9][C:10]1[CH:15]=[CH:14][C:13](/[CH:16]=[CH:17]/[C:18]([O:20][CH2:21][CH3:22])=[O:19])=[CH:12][CH:11]=1.O. The catalyst is CS(C)=O. The product is [F:9][C:10]1[CH:11]=[CH:12][C:13]([C@@H:16]2[CH2:2][C@H:17]2[C:18]([O:20][CH2:21][CH3:22])=[O:19])=[CH:14][CH:15]=1. The yield is 0.130. (2) The reactants are C1C=CC(C2C=CC=CC=2)=CC=1.C1C=CC(OC2C=CC=CC=2)=CC=1.[Cl:26][C:27]1[CH:32]=[CH:31][C:30]([C:33]([F:36])([F:35])[F:34])=[CH:29][C:28]=1[NH:37][CH:38]=[C:39]([C:45](OCC)=[O:46])[C:40]([O:42][CH2:43][CH3:44])=[O:41]. No catalyst specified. The product is [Cl:26][C:27]1[CH:32]=[CH:31][C:30]([C:33]([F:34])([F:35])[F:36])=[C:29]2[C:28]=1[NH:37][CH:38]=[C:39]([C:40]([O:42][CH2:43][CH3:44])=[O:41])[C:45]2=[O:46]. The yield is 0.650. (3) The reactants are [F:1][C:2]1[CH:7]=[C:6]([F:8])[CH:5]=[CH:4][C:3]=1[C:9]1[N:10]=[C:11]2[N:15]([C:16]=1[C:17]1[CH:18]=[CH:19][C:20]3[N:21]([C:23]([C:26]([OH:29])([CH3:28])[CH3:27])=[N:24][N:25]=3)[N:22]=1)[CH:14]=[CH:13]O2.[CH3:30][NH2:31]. The catalyst is O1CCOCC1.O. The product is [F:1][C:2]1[CH:7]=[C:6]([F:8])[CH:5]=[CH:4][C:3]=1[C:9]1[N:10]=[C:11]2[N:31]([CH3:30])[CH:13]=[CH:14][N:15]2[C:16]=1[C:17]1[CH:18]=[CH:19][C:20]2[N:21]([C:23]([C:26]([OH:29])([CH3:27])[CH3:28])=[N:24][N:25]=2)[N:22]=1. The yield is 0.200. (4) The catalyst is CN(C=O)C.C(OCC)(=O)C. The yield is 0.430. The product is [CH3:18][O:19][C:20](=[O:30])[C:21]1[CH:26]=[CH:25][C:24]([CH2:27][CH2:28][N:12]2[C:11]3[CH:10]=[CH:9][CH:8]=[CH:7][C:6]=3[C:5]3[C:13]2=[CH:1][CH:2]=[CH:3][CH:4]=3)=[CH:23][CH:22]=1. The reactants are [CH:1]1[C:13]2[NH:12][C:11]3[C:6](=[CH:7][CH:8]=[CH:9][CH:10]=3)[C:5]=2[CH:4]=[CH:3][CH:2]=1.[H-].[Na+].[H][H].[CH3:18][O:19][C:20](=[O:30])[C:21]1[CH:26]=[CH:25][C:24]([CH2:27][CH2:28]Br)=[CH:23][CH:22]=1. (5) The reactants are [CH2:1]([C:4]1[NH:5][C:6]2[C:11]([CH:12]=1)=[C:10]([C:13]([F:16])([F:15])[F:14])[C:9]([C:17]#[N:18])=[CH:8][CH:7]=2)[CH2:2][CH3:3].C([O-])([O-])=O.[Cs+].[Cs+].Br[CH2:26][C:27]1[N:31]=[C:30]([C:32]2[S:33][CH:34]=[CH:35][CH:36]=2)[O:29][N:28]=1. The catalyst is C(#N)C. The product is [CH2:1]([C:4]1[N:5]([CH2:26][C:27]2[N:31]=[C:30]([C:32]3[S:33][CH:34]=[CH:35][CH:36]=3)[O:29][N:28]=2)[C:6]2[C:11]([CH:12]=1)=[C:10]([C:13]([F:15])([F:16])[F:14])[C:9]([C:17]#[N:18])=[CH:8][CH:7]=2)[CH2:2][CH3:3]. The yield is 0.640. (6) The reactants are F[C:2]1[C:11]2[C:6](=[CH:7][CH:8]=[CH:9][CH:10]=2)[C:5]([S:12]([N:15]2[C:24]3[C:19](=[CH:20][CH:21]=[CH:22][CH:23]=3)[CH2:18][CH2:17][CH2:16]2)(=[O:14])=[O:13])=[CH:4][CH:3]=1.[NH:25]1[CH2:30][CH2:29][NH:28][CH2:27][CH2:26]1.O.[ClH:32]. The catalyst is CS(C)=O.CO.C(OCC)C. The product is [ClH:32].[N:15]1([S:12]([C:5]2[C:6]3[C:11](=[CH:10][CH:9]=[CH:8][CH:7]=3)[C:2]([N:25]3[CH2:30][CH2:29][NH:28][CH2:27][CH2:26]3)=[CH:3][CH:4]=2)(=[O:14])=[O:13])[C:24]2[C:19](=[CH:20][CH:21]=[CH:22][CH:23]=2)[CH2:18][CH2:17][CH2:16]1. The yield is 0.830. (7) The reactants are C([Li])CCC.C(NC(C)C)(C)C.[Cl:13][C:14]1[CH:19]=[CH:18][CH:17]=[CH:16][N:15]=1.[CH:20](=[O:22])[CH3:21]. The catalyst is C1COCC1.Cl.O. The product is [Cl:13][C:14]1[C:19]([CH:20]([OH:22])[CH3:21])=[CH:18][CH:17]=[CH:16][N:15]=1. The yield is 0.640. (8) The reactants are [Cl:1][S:2]([OH:5])(=O)=[O:3].[Br:6][CH2:7][C:8]1[C:12]2[CH:13]=[CH:14][CH:15]=[CH:16][C:11]=2[O:10][N:9]=1. No catalyst specified. The product is [Br:6][CH2:7][C:8]1[C:12]2[CH:13]=[C:14]([S:2]([Cl:1])(=[O:5])=[O:3])[CH:15]=[CH:16][C:11]=2[O:10][N:9]=1. The yield is 0.800. (9) The reactants are [O:1]1CCO[CH:2]1[C:6]1[CH:7]=[CH:8][C:9]([CH2:12][O:13][C:14]2[CH:19]=[CH:18][CH:17]=[CH:16][N:15]=2)=[N:10][CH:11]=1.CS(C)=O.Cl.[OH-].[Na+]. The catalyst is O1CCCC1. The product is [N:15]1[CH:16]=[CH:17][CH:18]=[CH:19][C:14]=1[O:13][CH2:12][C:9]1[N:10]=[CH:11][C:6]([CH:2]=[O:1])=[CH:7][CH:8]=1. The yield is 0.480.